From a dataset of Rat liver microsome stability data. Regression/Classification. Given a drug SMILES string, predict its absorption, distribution, metabolism, or excretion properties. Task type varies by dataset: regression for continuous measurements (e.g., permeability, clearance, half-life) or binary classification for categorical outcomes (e.g., BBB penetration, CYP inhibition). Dataset: rlm. (1) The compound is N#Cc1ccccc1Cn1c(N2CCC[C@@H](N)C2)ncc(-c2ccoc2)c1=O. The result is 1 (stable in rat liver microsomes). (2) The compound is COc1ccc(CN2CCc3c(c(=O)n4ncc(C(=O)N5CCN(c6ccccc6OC)CC5)c4n3C)C2)cc1. The result is 1 (stable in rat liver microsomes). (3) The drug is C=C(C)[C@@H]1CC[C@]2(C(=O)NCCCN3CCS(=O)(=O)CC3)CC[C@]3(C)[C@H](CC[C@@H]4[C@@]5(C)CC=C(c6ccc(C(=O)O)cc6)C(C)(C)[C@@H]5CC[C@]43C)[C@@H]12. The result is 0 (unstable in rat liver microsomes). (4) The result is 1 (stable in rat liver microsomes). The compound is Nc1nc2c(s1)C(c1cccc(Cl)c1Cl)CC(=O)N2. (5) The result is 1 (stable in rat liver microsomes). The molecule is COc1ccc2c(c1)CN(C(=O)CCN1CCC(Cc3ccccc3)CC1)CCS2. (6) The drug is NC(=O)C(=O)NN=Cc1ccc([N+](=O)[O-])o1. The result is 0 (unstable in rat liver microsomes). (7) The molecule is N[C@H]1CCCC[C@H]1Nc1cc2ncnc(O)c2c(Nc2cccc3[nH]ccc23)n1. The result is 1 (stable in rat liver microsomes). (8) The molecule is Cc1ccc(N2CCN(C(=O)c3cccc(C#Cc4ccccc4)c3)CC2)nc1. The result is 1 (stable in rat liver microsomes). (9) The compound is Oc1ccc(-c2ccc(OC3CCN(C4CCC4)CC3)cc2)nn1. The result is 0 (unstable in rat liver microsomes). (10) The drug is COC(Cn1ccc2c(N3CCOCC3)nc(-c3ccc(NC(=O)Nc4ccncc4)cc3)nc21)OC. The result is 1 (stable in rat liver microsomes).